Dataset: Catalyst prediction with 721,799 reactions and 888 catalyst types from USPTO. Task: Predict which catalyst facilitates the given reaction. (1) Reactant: [CH3:1][C:2]1[CH:7]=[CH:6][CH:5]=[C:4]([CH3:8])[N+:3]=1[O-:9].[N+:10]([O-])([OH:12])=[O:11]. Product: [CH3:1][C:2]1[CH:7]=[C:6]([N+:10]([O-:12])=[O:11])[CH:5]=[C:4]([CH3:8])[N+:3]=1[O-:9]. The catalyst class is: 65. (2) Reactant: CC1(C)C(C)(C)OB([C:9]2[CH:31]=[CH:30][C:12]([O:13][CH2:14][C:15]3[C:20]([CH2:21][CH3:22])=[CH:19][CH:18]=[CH:17][C:16]=3[N:23]3[C:27](=[O:28])[N:26]([CH3:29])[N:25]=[N:24]3)=[C:11]([CH3:32])[CH:10]=2)O1.[OH-:34].[Na+].OO.S([O-])([O-])(=O)=S.[Na+].[Na+]. Product: [OH:34][C:9]1[CH:31]=[CH:30][C:12]([O:13][CH2:14][C:15]2[C:20]([CH2:21][CH3:22])=[CH:19][CH:18]=[CH:17][C:16]=2[N:23]2[C:27](=[O:28])[N:26]([CH3:29])[N:25]=[N:24]2)=[C:11]([CH3:32])[CH:10]=1. The catalyst class is: 132.